This data is from Catalyst prediction with 721,799 reactions and 888 catalyst types from USPTO. The task is: Predict which catalyst facilitates the given reaction. (1) Reactant: [NH2:1][C@H:2]1[CH2:6][N:5]([C:7]2[C:16]3[C:11](=[CH:12][CH:13]=[C:14]([CH3:17])[CH:15]=3)[N:10]=[C:9]([N:18]3[CH2:24][C:23]4[CH:25]=[CH:26][CH:27]=[CH:28][C:22]=4[S:21](=[O:30])(=[O:29])[CH2:20][CH2:19]3)[CH:8]=2)[CH2:4][C@H:3]1[OH:31].C([O-])(=O)C.[Na+].[N:37]#[C:38]Br. Product: [O:29]=[S:21]1(=[O:30])[C:22]2[CH:28]=[CH:27][CH:26]=[CH:25][C:23]=2[CH2:24][N:18]([C:9]2[CH:8]=[C:7]([N:5]3[CH2:4][C@H:3]4[C@H:2]([N:1]=[C:38]([NH2:37])[O:31]4)[CH2:6]3)[C:16]3[C:11](=[CH:12][CH:13]=[C:14]([CH3:17])[CH:15]=3)[N:10]=2)[CH2:19][CH2:20]1. The catalyst class is: 5. (2) Reactant: ClC1N=C(Cl)N=C(Cl)N=1.[Cl:10][C:11]1[CH:12]=[C:13]([C:18]([C@H:20]2[CH2:22][C@@H:21]2[C:23]([NH2:25])=O)=[O:19])[CH:14]=[CH:15][C:16]=1[F:17]. Product: [Cl:10][C:11]1[CH:12]=[C:13]([C:18]([C@H:20]2[CH2:22][C@@H:21]2[C:23]#[N:25])=[O:19])[CH:14]=[CH:15][C:16]=1[F:17]. The catalyst class is: 3. (3) Reactant: [Cl:1][C:2]1[CH:7]=[CH:6][C:5]([C:8]2[N:12]([CH2:13][CH2:14][CH2:15][C:16]([O:18]C(C)(C)C)=[O:17])[C:11](=[O:23])[N:10]([CH2:24][C:25]([NH:27][CH2:28][C:29]([CH3:41])([C:31]3[CH:36]=[CH:35][CH:34]=[CH:33][C:32]=3[C:37]([F:40])([F:39])[F:38])[CH3:30])=[O:26])[N:9]=2)=[CH:4][CH:3]=1.Cl. Product: [Cl:1][C:2]1[CH:7]=[CH:6][C:5]([C:8]2[N:12]([CH2:13][CH2:14][CH2:15][C:16]([OH:18])=[O:17])[C:11](=[O:23])[N:10]([CH2:24][C:25]([NH:27][CH2:28][C:29]([CH3:41])([C:31]3[CH:36]=[CH:35][CH:34]=[CH:33][C:32]=3[C:37]([F:38])([F:39])[F:40])[CH3:30])=[O:26])[N:9]=2)=[CH:4][CH:3]=1. The catalyst class is: 12. (4) Reactant: [C:1]([O:5][C:6]([NH:8][C:9]1([CH3:15])[CH2:14][CH2:13][NH:12][CH2:11][CH2:10]1)=[O:7])([CH3:4])([CH3:3])[CH3:2].C(=O)([O-])[O-].[K+].[K+].Cl[C:23]1[CH:28]=[CH:27][C:26]([C:29]#[N:30])=[CH:25][N:24]=1.O. Product: [C:1]([O:5][C:6]([NH:8][C:9]1([CH3:15])[CH2:10][CH2:11][N:12]([C:23]2[CH:28]=[CH:27][C:26]([C:29]#[N:30])=[CH:25][N:24]=2)[CH2:13][CH2:14]1)=[O:7])([CH3:4])([CH3:2])[CH3:3]. The catalyst class is: 12. (5) The catalyst class is: 247. Product: [NH2:11][C:12]1[C:17]([F:18])=[CH:16][C:15]([Cl:19])=[CH:14][C:13]=1[C:20]([OH:25])([C:5]#[C:4][CH:1]1[CH2:3][CH2:2]1)[C:21]([F:22])([F:23])[F:24]. Reactant: [CH:1]1([C:4]#[CH:5])[CH2:3][CH2:2]1.[Li]CCCC.[NH2:11][C:12]1[C:17]([F:18])=[CH:16][C:15]([Cl:19])=[CH:14][C:13]=1[C:20](=[O:25])[C:21]([F:24])([F:23])[F:22]. (6) Reactant: [Cl:1][C:2]1[CH:3]=[C:4](OS(C(F)(F)F)(=O)=O)[CH:5]=[C:6]([Cl:31])[C:7]=1[CH2:8][C@@H:9]1[CH2:13][CH2:12][N:11]([C@H:14]2[CH2:22][CH2:21][C:20]3[C:16](=[CH:17][N:18](S(C(F)(F)F)(=O)=O)[N:19]=3)[CH2:15]2)[C:10]1=[O:30].[C:40]1([CH:46]2[CH2:51][CH2:50][NH:49][CH2:48][CH2:47]2)[CH:45]=[CH:44][CH:43]=[CH:42][CH:41]=1.[Li+].[OH-]. Product: [Cl:1][C:2]1[CH:3]=[C:4]([N:49]2[CH2:50][CH2:51][CH:46]([C:40]3[CH:45]=[CH:44][CH:43]=[CH:42][CH:41]=3)[CH2:47][CH2:48]2)[CH:5]=[C:6]([Cl:31])[C:7]=1[CH2:8][C@@H:9]1[CH2:13][CH2:12][N:11]([C@H:14]2[CH2:22][CH2:21][C:20]3[C:16](=[CH:17][NH:18][N:19]=3)[CH2:15]2)[C:10]1=[O:30]. The catalyst class is: 13.